This data is from Reaction yield outcomes from USPTO patents with 853,638 reactions. The task is: Predict the reaction yield, written as a fraction of the theoretical maximum amount of product (1.0 means a 100% yield; for example, 0.34 means a 34% yield). (1) The yield is 0.815. The catalyst is CCO. The product is [CH:8]1([C:6]2[CH:5]=[C:4]([OH:3])[N:13]([CH3:12])[N:14]=2)[CH2:10][CH2:9]1. The reactants are C([O:3][C:4](=O)[CH2:5][C:6]([CH:8]1[CH2:10][CH2:9]1)=O)C.[CH3:12][NH:13][NH2:14]. (2) The reactants are Br[CH2:2][C:3]([C:5]1[CH:10]=[CH:9][C:8]([F:11])=[CH:7][CH:6]=1)=O.C(N(C(C)C)C(C)C)C.[CH2:21]([O:23][C:24]([C:26]1[C:27]([OH:33])=[N:28][C:29]([NH2:32])=[N:30][CH:31]=1)=[O:25])[CH3:22]. The catalyst is O1CCOCC1. The product is [CH2:21]([O:23][C:24]([C:26]1[C:27]([OH:33])=[N:28][C:29]2[N:30]([CH:2]=[C:3]([C:5]3[CH:10]=[CH:9][C:8]([F:11])=[CH:7][CH:6]=3)[N:32]=2)[CH:31]=1)=[O:25])[CH3:22]. The yield is 0.0400.